This data is from Full USPTO retrosynthesis dataset with 1.9M reactions from patents (1976-2016). The task is: Predict the reactants needed to synthesize the given product. (1) The reactants are: [N:1]1([C:7]2[CH:16]=[CH:15][CH:14]=[C:13]3[C:8]=2[C:9]([NH2:18])=[N:10][C:11]([NH2:17])=[N:12]3)[CH2:6][CH2:5][NH:4][CH2:3][CH2:2]1.[Cl:19][C:20]1[CH:21]=[C:22]([CH:25]=[CH:26][C:27]=1[Cl:28])[CH2:23]Cl. Given the product [Cl:19][C:20]1[CH:21]=[C:22]([CH:25]=[CH:26][C:27]=1[Cl:28])[CH2:23][N:4]1[CH2:5][CH2:6][N:1]([C:7]2[CH:16]=[CH:15][CH:14]=[C:13]3[C:8]=2[C:9]([NH2:18])=[N:10][C:11]([NH2:17])=[N:12]3)[CH2:2][CH2:3]1, predict the reactants needed to synthesize it. (2) Given the product [Cl:1][C:2]1[N:3]=[CH:4][C:5]([CH2:6][N:14]2[CH2:15][CH2:16][N:11]([CH3:10])[CH2:12][CH2:13]2)=[CH:8][CH:9]=1, predict the reactants needed to synthesize it. The reactants are: [Cl:1][C:2]1[CH:9]=[CH:8][C:5]([CH:6]=O)=[CH:4][N:3]=1.[CH3:10][N:11]1[CH2:16][CH2:15][NH:14][CH2:13][CH2:12]1.C(O)(=O)C.C(O[BH-](OC(=O)C)OC(=O)C)(=O)C.[Na+]. (3) Given the product [F:14][C:15]1[N:16]=[C:17]([S:12][CH2:11][CH2:10][NH2:9])[CH:18]=[CH:19][CH:20]=1, predict the reactants needed to synthesize it. The reactants are: [H-].[Na+].C(OC(=O)[NH:9][CH2:10][CH2:11][SH:12])(C)(C)C.[F:14][C:15]1[CH:20]=[CH:19][CH:18]=[C:17](F)[N:16]=1. (4) Given the product [F:1][C:2]1[CH:3]=[C:4]([CH2:28][N:29]2[CH2:30][CH:31]([C:33]([O:35][CH3:36])=[O:34])[CH2:32]2)[CH:5]=[CH:6][C:7]=1[C:8]1[S:9][C:10]2[C:15]([N:16]=1)=[CH:14][CH:13]=[C:12]([C:17]1([C:22]3[CH:27]=[CH:26][CH:25]=[CH:24][CH:23]=3)[CH2:21][CH2:20][CH2:19][CH2:18]1)[N:11]=2, predict the reactants needed to synthesize it. The reactants are: [F:1][C:2]1[CH:3]=[C:4]([CH2:28][N:29]2[CH2:32][CH:31]([C:33]([O:35][CH3:36])=[O:34])[CH2:30]2)[CH:5]=[CH:6][C:7]=1[C:8]1[S:9][C:10]2[C:15]([N:16]=1)=[CH:14][CH:13]=[C:12]([C:17]1([C:22]3[CH:27]=[CH:26][CH:25]=[CH:24][CH:23]=3)[CH2:21][CH:20]=[CH:19][CH2:18]1)[N:11]=2.O.CO. (5) Given the product [C:13]([C:16]1[CH:17]=[CH:18][C:19]([O:24][CH2:11][C:9]([CH2:8][Cl:7])=[CH2:10])=[C:20]([CH:23]=1)[CH:21]=[O:22])(=[O:15])[CH3:14], predict the reactants needed to synthesize it. The reactants are: C(=O)([O-])[O-].[Na+].[Na+].[Cl:7][CH2:8][C:9]([CH2:11]Cl)=[CH2:10].[C:13]([C:16]1[CH:17]=[CH:18][C:19]([OH:24])=[C:20]([CH:23]=1)[CH:21]=[O:22])(=[O:15])[CH3:14].Cl. (6) Given the product [Cl:1][C:2]1[C:3]([N:12]([CH2:27][C:28]2[CH:33]=[CH:32][C:31]([Cl:34])=[C:30]([Cl:35])[CH:29]=2)[S:13]([C:16]2[CH:25]=[CH:24][C:19]([C:20]([O:22][CH3:23])=[O:21])=[CH:18][CH:17]=2)(=[O:15])=[O:14])=[N:4][CH:5]=[C:6]([C:8]([F:11])([F:9])[F:10])[CH:7]=1, predict the reactants needed to synthesize it. The reactants are: [Cl:1][C:2]1[C:3]([NH:12][S:13]([C:16]2[CH:25]=[CH:24][C:19]([C:20]([O:22][CH3:23])=[O:21])=[CH:18][CH:17]=2)(=[O:15])=[O:14])=[N:4][CH:5]=[C:6]([C:8]([F:11])([F:10])[F:9])[CH:7]=1.Br[CH2:27][C:28]1[CH:33]=[CH:32][C:31]([Cl:34])=[C:30]([Cl:35])[CH:29]=1. (7) Given the product [CH2:1]([O:3][C:4]([C:6]1[C:7]2[CH:14]=[CH:13][C:12]([O:15][C:16]3[CH:21]=[CH:20][N:19]=[C:18]([NH2:23])[N:17]=3)=[CH:11][C:8]=2[S:9][CH:10]=1)=[O:5])[CH3:2], predict the reactants needed to synthesize it. The reactants are: [CH2:1]([O:3][C:4]([C:6]1[C:7]2[CH:14]=[CH:13][C:12]([O:15][C:16]3[CH:21]=[C:20](Cl)[N:19]=[C:18]([NH2:23])[N:17]=3)=[CH:11][C:8]=2[S:9][CH:10]=1)=[O:5])[CH3:2].N1C=CC=CC=1. (8) Given the product [Si:17]([O:10][CH2:9][C:5]1[CH:4]=[C:3]([CH2:11][OH:12])[CH:8]=[CH:7][CH:6]=1)([C:13]([CH3:16])([CH3:15])[CH3:14])([C:24]1[CH:25]=[CH:26][CH:27]=[CH:28][CH:29]=1)[C:18]1[CH:23]=[CH:22][CH:21]=[CH:20][CH:19]=1, predict the reactants needed to synthesize it. The reactants are: [H-].[Na+].[C:3]1([CH2:11][OH:12])[CH:8]=[CH:7][CH:6]=[C:5]([CH2:9][OH:10])[CH:4]=1.[C:13]([Si:17](Cl)([C:24]1[CH:29]=[CH:28][CH:27]=[CH:26][CH:25]=1)[C:18]1[CH:23]=[CH:22][CH:21]=[CH:20][CH:19]=1)([CH3:16])([CH3:15])[CH3:14].O.